This data is from Full USPTO retrosynthesis dataset with 1.9M reactions from patents (1976-2016). The task is: Predict the reactants needed to synthesize the given product. (1) Given the product [CH2:22]([C:24]1[N:32]([CH:33]([CH2:34][CH2:35][CH3:36])[CH2:37][CH2:38][CH3:39])[C:31]2[C:30](=[O:40])[N:29]([CH3:41])[C:28](=[O:42])[N:27]([C:43]3[C:44]([CH3:51])=[N:45][CH:46]=[CH:47][C:48]=3[O:49][CH3:50])[C:26]=2[N:25]=1)[CH3:23], predict the reactants needed to synthesize it. The reactants are: C(C1N(C(CCC)CCC)C2C(=O)N(C)C(=O)NC=2N=1)C.[CH2:22]([C:24]1[N:32]([CH:33]([CH2:37][CH2:38][CH3:39])[CH2:34][CH2:35][CH3:36])[C:31]2[C:30](=[O:40])[N:29]([CH3:41])[C:28](=[O:42])[N:27]([C:43]3[C:44]([CH3:51])=[N:45][CH:46]=[CH:47][C:48]=3[O:49][CH3:50])[C:26]=2[N:25]=1)[CH3:23].COC1N=C(C)C(B(O)O)=CC=1.N1C=CC=CC=1.[NH4+].[Cl-].[NH4+].[OH-]. (2) Given the product [OH:23][C:24]([C:27]1[CH:28]=[C:29]([CH:33]=[C:34]([S:36]([F:41])([F:37])([F:38])([F:39])[F:40])[CH:35]=1)[C:30]([NH:6][C:5]1[CH:7]=[CH:8][C:2]([CH3:1])=[C:3]([N:9]2[C:16]3[N:12]([N:13]=[C:14]([C:17]4[CH:18]=[N:19][CH:20]=[CH:21][CH:22]=4)[CH:15]=3)[CH:11]=[CH:10]2)[CH:4]=1)=[O:31])([CH3:25])[CH3:26], predict the reactants needed to synthesize it. The reactants are: [CH3:1][C:2]1[CH:8]=[CH:7][C:5]([NH2:6])=[CH:4][C:3]=1[N:9]1[C:16]2[N:12]([N:13]=[C:14]([C:17]3[CH:18]=[N:19][CH:20]=[CH:21][CH:22]=3)[CH:15]=2)[CH:11]=[CH:10]1.[OH:23][C:24]([C:27]1[CH:28]=[C:29]([CH:33]=[C:34]([S:36]([F:41])([F:40])([F:39])([F:38])[F:37])[CH:35]=1)[C:30](O)=[O:31])([CH3:26])[CH3:25]. (3) Given the product [N:35]1[CH:36]=[CH:37][CH:38]=[CH:39][C:34]=1[O:1][CH2:2][CH2:3][CH2:4][N:5]1[N:14]=[CH:13][C:12]2[C:7](=[CH:8][C:9]([C:15]3[CH:16]=[CH:17][C:18]([O:21][C:22]([F:25])([F:23])[F:24])=[CH:19][CH:20]=3)=[CH:10][CH:11]=2)[C:6]1=[O:26], predict the reactants needed to synthesize it. The reactants are: [OH:1][CH2:2][CH2:3][CH2:4][N:5]1[N:14]=[CH:13][C:12]2[C:7](=[CH:8][C:9]([C:15]3[CH:20]=[CH:19][C:18]([O:21][C:22]([F:25])([F:24])[F:23])=[CH:17][CH:16]=3)=[CH:10][CH:11]=2)[C:6]1=[O:26].C([O-])([O-])=O.[Cs+].[Cs+].F[C:34]1[CH:39]=[CH:38][CH:37]=[CH:36][N:35]=1. (4) Given the product [Br:1][C:2]1[CH:3]=[C:4]2[C:8](=[C:9]([C:11]#[N:12])[CH:10]=1)[NH:7][N:6]=[C:5]2[CH:13]1[CH2:18][CH2:17][NH:16][CH2:15][CH2:14]1, predict the reactants needed to synthesize it. The reactants are: [Br:1][C:2]1[CH:3]=[C:4]2[C:8](=[C:9]([C:11]#[N:12])[CH:10]=1)[NH:7][N:6]=[C:5]2[CH:13]1[CH2:18][CH2:17][N:16](C(OC(C)(C)C)=O)[CH2:15][CH2:14]1.FC(F)(F)C(O)=O. (5) Given the product [CH2:19]([C:18]1[C:13]([C:14]([O:16][CH3:17])=[O:15])=[C:10]([CH3:11])[O:12][N:26]=1)[C:20]1[CH:21]=[CH:22][CH:23]=[CH:24][CH:25]=1, predict the reactants needed to synthesize it. The reactants are: C(N(CC)CC)C.NO.[C:10](/[C:13](=[C:18](\[NH2:26])/[CH2:19][C:20]1[CH:25]=[CH:24][CH:23]=[CH:22][CH:21]=1)/[C:14]([O:16][CH3:17])=[O:15])(=[O:12])[CH3:11]. (6) Given the product [CH2:29]([O:28][C:26]([C:23]1([CH2:12][CH2:11][CH:10]=[CH2:9])[CH2:24][CH2:25][N:20]([C:13]([O:15][C:16]([CH3:19])([CH3:18])[CH3:17])=[O:14])[CH2:21][CH2:22]1)=[O:27])[CH3:30], predict the reactants needed to synthesize it. The reactants are: C(NC(C)C)(C)C.[Li][CH2:9][CH2:10][CH2:11][CH3:12].[C:13]([N:20]1[CH2:25][CH2:24][CH:23]([C:26]([O:28][CH2:29][CH3:30])=[O:27])[CH2:22][CH2:21]1)([O:15][C:16]([CH3:19])([CH3:18])[CH3:17])=[O:14].